From a dataset of Forward reaction prediction with 1.9M reactions from USPTO patents (1976-2016). Predict the product of the given reaction. (1) Given the reactants C(O)(=O)C.[NH2:5][C:6]1[CH:11]=[C:10]([Cl:12])[CH:9]=[CH:8][C:7]=1[SH:13].[OH:14][C:15]1[CH:16]=[C:17]([CH:20]=[C:21]([OH:23])[CH:22]=1)[CH:18]=O.C([O-])(=O)C.[Na+], predict the reaction product. The product is: [Cl:12][C:10]1[CH:9]=[CH:8][C:7]2[S:13][C:18]([C:17]3[CH:20]=[C:21]([OH:23])[CH:22]=[C:15]([OH:14])[CH:16]=3)=[N:5][C:6]=2[CH:11]=1. (2) Given the reactants C(OC([NH:8][C@H:9]([C:14]([NH:16][C@H:17]([C:19]([O:21][CH2:22][CH2:23][O:24][C:25]1[CH:30]=[CH:29][C:28]([C:31]2[C:36]([C:37]#[N:38])=[C:35]([N:39]3[CH2:43][CH2:42][CH2:41][CH2:40]3)[N:34]=[C:33]([S:44][CH2:45][C:46]3[N:47]=[C:48]([C:51]4[CH:56]=[CH:55][C:54]([Cl:57])=[CH:53][CH:52]=4)[S:49][CH:50]=3)[C:32]=2[C:58]#[N:59])=[CH:27][CH:26]=1)=[O:20])[CH3:18])=[O:15])[C@H:10]([CH2:12][CH3:13])[CH3:11])=O)(C)(C)C.Cl, predict the reaction product. The product is: [ClH:57].[NH2:8][C@H:9]([C:14]([NH:16][C@H:17]([C:19]([O:21][CH2:22][CH2:23][O:24][C:25]1[CH:26]=[CH:27][C:28]([C:31]2[C:36]([C:37]#[N:38])=[C:35]([N:39]3[CH2:40][CH2:41][CH2:42][CH2:43]3)[N:34]=[C:33]([S:44][CH2:45][C:46]3[N:47]=[C:48]([C:51]4[CH:56]=[CH:55][C:54]([Cl:57])=[CH:53][CH:52]=4)[S:49][CH:50]=3)[C:32]=2[C:58]#[N:59])=[CH:29][CH:30]=1)=[O:20])[CH3:18])=[O:15])[C@H:10]([CH2:12][CH3:13])[CH3:11]. (3) Given the reactants [NH2:1][C:2]1[N:6]([CH2:7][CH2:8][CH2:9][N:10]2[CH2:15][CH2:14][O:13][CH2:12][CH2:11]2)[C:5]([SH:16])=[N:4][C:3]=1[C:17]([NH2:19])=[O:18].O1CCN(CCCN=C=S)CC1.I[C:33]1[C:41]([I:42])=[CH:40][C:36]2[O:37][CH2:38][O:39][C:35]=2[CH:34]=1, predict the reaction product. The product is: [NH2:1][C:2]1[N:6]([CH2:7][CH2:8][CH2:9][N:10]2[CH2:11][CH2:12][O:13][CH2:14][CH2:15]2)[C:5]([S:16][C:33]2[C:41]([I:42])=[CH:40][C:36]3[O:37][CH2:38][O:39][C:35]=3[CH:34]=2)=[N:4][C:3]=1[C:17]([NH2:19])=[O:18]. (4) Given the reactants [F:1][C:2]1[CH:3]=[CH:4][C:5]([SH:11])=[C:6]([CH:10]=1)[C:7]([OH:9])=[O:8].SC1C=CC=CC=1C(O)=O.Cl[C:23]1[CH:31]=[CH:30][C:29]([C:32]([F:35])([F:34])[F:33])=[CH:28][C:24]=1[C:25]([OH:27])=[O:26], predict the reaction product. The product is: [C:25]([C:24]1[CH:28]=[C:29]([C:32]([F:33])([F:34])[F:35])[CH:30]=[CH:31][C:23]=1[S:11][C:5]1[CH:4]=[CH:3][C:2]([F:1])=[CH:10][C:6]=1[C:7]([OH:9])=[O:8])([OH:27])=[O:26].